Dataset: Peptide-MHC class II binding affinity with 134,281 pairs from IEDB. Task: Regression. Given a peptide amino acid sequence and an MHC pseudo amino acid sequence, predict their binding affinity value. This is MHC class II binding data. (1) The peptide sequence is VWQHDRVEIIANDQG. The MHC is DRB1_0401 with pseudo-sequence DRB1_0401. The binding affinity (normalized) is 0.370. (2) The peptide sequence is EVVNDVSTFSSGLVW. The MHC is DRB1_1302 with pseudo-sequence DRB1_1302. The binding affinity (normalized) is 0.370. (3) The binding affinity (normalized) is 0. The MHC is HLA-DQA10102-DQB10501 with pseudo-sequence HLA-DQA10102-DQB10501. The peptide sequence is GAYLEEQEQWKTANE. (4) The peptide sequence is GEHQIVDKIDAAFKI. The MHC is DRB5_0101 with pseudo-sequence DRB5_0101. The binding affinity (normalized) is 0.614. (5) The peptide sequence is SHLIKIPLLIGYGNK. The MHC is HLA-DQA10301-DQB10302 with pseudo-sequence HLA-DQA10301-DQB10302. The binding affinity (normalized) is 0. (6) The peptide sequence is LMYEITGGKFRLKGK. The MHC is DRB1_0101 with pseudo-sequence DRB1_0101. The binding affinity (normalized) is 0.781. (7) The peptide sequence is RTLILLMLTNPTKRN. The MHC is DRB4_0101 with pseudo-sequence DRB4_0103. The binding affinity (normalized) is 0.479. (8) The peptide sequence is IPQEWKPAITVKVLPA. The MHC is DRB1_0301 with pseudo-sequence DRB1_0301. The binding affinity (normalized) is 0. (9) The peptide sequence is RCRTCVYNMMGKREK. The MHC is HLA-DQA10201-DQB10301 with pseudo-sequence HLA-DQA10201-DQB10301. The binding affinity (normalized) is 0.